This data is from Experimentally validated miRNA-target interactions with 360,000+ pairs, plus equal number of negative samples. The task is: Binary Classification. Given a miRNA mature sequence and a target amino acid sequence, predict their likelihood of interaction. (1) The miRNA is mmu-miR-742-3p with sequence GAAAGCCACCAUGCUGGGUAAA. The protein sequence of the target gene is MAVISLMFLAVMYVVHHPLMVSDRMDLDTLARSRQLEKRMSEEMRQLEMEFEERSRAAEQKQKVENFWRGDTSSDQLVLGKKDMGWPFQAGGQDGGPLGWILGNLWNAGLFCLFLIFELLRQSMQHEPAFESSSEEEEEEIRVVPVSSYTRLSDFPSQEALEAFYKHYIQNAIRDLPCTCEFVESFVDDLIEACRVLSRREAHPQLEDCLGFGAAFEKWGTLHETQNFDVLVPIVPPQGTMFILEMRDPALGRRCGCVKVDSECMCKHEKLLGDVLCLVHHRDHSAMLSKCTSSIKAALC.... Result: 1 (interaction). (2) The miRNA is hsa-miR-2114-3p with sequence CGAGCCUCAAGCAAGGGACUU. The protein sequence of the target gene is MAAAAYVDHFAAECLVSMSSRAVVHGPREGPESRPEGAAVAATPTLPRVEERRDGKDSASLFVVARILADLNQQAPAPAPAERREGAAARKARTPCRLPPPAPEPTSPGAEGAAAAPPSPAWSEPEPEAGLEPEREPGPAGSGEPGLRQRVRRGRSRADLESPQRKHKCHYAGCEKVYGKSSHLKAHLRTHTGERPFACSWQDCNKKFARSDELARHYRTHTGEKKFSCPICEKRFMRSDHLTKHARRHANFHPGMLQRRGGGSRTGSLSDYSRSDASSPTISPASSP. Result: 1 (interaction). (3) The miRNA is mmu-miR-466a-3p with sequence UAUACAUACACGCACACAUAAGA. The protein sequence of the target gene is MITLCLSALRGLHRAGGSRIRLRMTLGREAASPLQAMSSYTAAGRNVLRWDLSPEQIRTRTEELIAQTKQVYDTVGTINLEDVTYENCLQVLADIEVKYIVERTMLDFPQHVSSDREVRAASTEADKRLSRFDIEMSMREDVFQRIVHLQETCDLEKIKPEARRYLEKSIKMGKRNGLHLPEHVKNEIKSMKKRMSELCIDFNKNLNEDDTSLVFSKAELGALPDDFIDSLEKTDEDKYKVTLKYPHYFPVMKKCCVPETRRKMEMAFHTRCKEENTIILQQLLPLRAQVAKLLGYNTHA.... Result: 1 (interaction). (4) The miRNA is hsa-miR-6862-3p with sequence CCUCACCCAGCUCUCUGGCCCUCU. The protein sequence of the target gene is MEWDNGTGQALGLPPTTCVYRENFKQLLLPPVYSAVLAAGLPLNICVITQICTSRRALTRTAVYTLNLALADLLYACSLPLLIYNYAQGDHWPFGDFACRLVRFLFYANLHGSILFLTCISFQRYLGICHPLAPWHKRGGRRAAWLVCVAVWLAVTTQCLPTAIFAATGIQRNRTVCYDLSPPALATHYMPYGMALTVIGFLLPFAALLACYCLLACRLCRQDGPAEPVAQERRGKAARMAVVVAAAFAISFLPFHITKTAYLAVRSTPGVPCTVLEAFAAAYKGTRPFASANSVLDPIL.... Result: 0 (no interaction).